This data is from Peptide-MHC class I binding affinity with 185,985 pairs from IEDB/IMGT. The task is: Regression. Given a peptide amino acid sequence and an MHC pseudo amino acid sequence, predict their binding affinity value. This is MHC class I binding data. (1) The binding affinity (normalized) is 0.682. The MHC is HLA-A02:01 with pseudo-sequence HLA-A02:01. The peptide sequence is LMMTTIGVVL. (2) The binding affinity (normalized) is 0. The MHC is HLA-A02:01 with pseudo-sequence HLA-A02:01. The peptide sequence is IHQGMHMVA. (3) The peptide sequence is AQFSPQYL. The MHC is HLA-A30:02 with pseudo-sequence HLA-A30:02. The binding affinity (normalized) is 0.0579.